This data is from Forward reaction prediction with 1.9M reactions from USPTO patents (1976-2016). The task is: Predict the product of the given reaction. (1) Given the reactants [C:18]1(P([C:14]2[CH:19]=[CH:18][CH:17]=[CH:16]C=2)[C:18]2[CH:19]=[CH:14]C=[CH:16][CH:17]=2)[CH:19]=[CH:14]C=[CH:16][CH:17]=1.[CH:20](O)=[O:21].C([O:26][CH2:27][CH3:28])(=O)C, predict the reaction product. The product is: [CH3:14][C:19]1[CH:28]=[C:27]([OH:26])[CH:16]=[CH:17][C:18]=1[CH:20]=[O:21]. (2) Given the reactants [CH2:1]([N:8]1[CH:13]([CH2:14][O:15][Si:16]([C:19]([CH3:22])([CH3:21])[CH3:20])([CH3:18])[CH3:17])[CH2:12][O:11][C:10]([CH2:24][CH:25]=[O:26])([CH3:23])[C:9]1=[O:27])[C:2]1[CH:7]=[CH:6][CH:5]=[CH:4][CH:3]=1.[CH3:28][Mg]Br.[Cl-].[NH4+], predict the reaction product. The product is: [CH2:1]([N:8]1[CH:13]([CH2:14][O:15][Si:16]([C:19]([CH3:21])([CH3:22])[CH3:20])([CH3:18])[CH3:17])[CH2:12][O:11][C:10]([CH2:24][CH:25]([OH:26])[CH3:28])([CH3:23])[C:9]1=[O:27])[C:2]1[CH:3]=[CH:4][CH:5]=[CH:6][CH:7]=1. (3) Given the reactants ClC1C=C([C@H](CC[OH:14])CN)C=CC=1Cl.[C:15]([C:17]1[C:18]([CH2:30][CH3:31])=[C:19]([C:27]([Cl:29])=[O:28])[C:20]2[C:25]([CH:26]=1)=[CH:24][CH:23]=[CH:22][CH:21]=2)#[N:16].[Cl:32][C:33]1[CH:34]=[C:35]([C@H:40]([CH2:59][CH2:60][OH:61])[CH2:41][NH:42][C:43]([C:45]2[C:54]3[C:49](=[CH:50][CH:51]=[CH:52][CH:53]=3)[CH:48]=[C:47]([C:55]#[N:56])[C:46]=2[CH2:57][CH3:58])=[O:44])[CH:36]=[CH:37][C:38]=1[Cl:39].[C:62]([C:64]1[C:65]([CH2:77][CH3:78])=[C:66]([C:74]([OH:76])=[O:75])[C:67]2[C:72]([CH:73]=1)=[CH:71][CH:70]=[CH:69][CH:68]=2)#[N:63].C(Cl)(=O)C(Cl)=O, predict the reaction product. The product is: [Cl:32][C:33]1[CH:34]=[C:35]([C@H:40]([CH2:59][CH2:60][OH:61])[CH2:41][NH:42][C:43]([C:45]2[C:54]3[C:49](=[CH:50][CH:51]=[CH:52][CH:53]=3)[CH:48]=[C:47]([C:55]#[N:56])[C:46]=2[CH2:57][CH3:58])=[O:44])[CH:36]=[CH:37][C:38]=1[Cl:39].[Cl:32][C:33]1[CH:34]=[C:35]([C@H:40]([CH2:59][C:60]([OH:14])=[O:61])[CH2:41][NH:42][C:43]([C:45]2[C:54]3[C:49](=[CH:50][CH:51]=[CH:52][CH:53]=3)[CH:48]=[C:47]([C:55]#[N:56])[C:46]=2[CH2:57][CH3:58])=[O:44])[CH:36]=[CH:37][C:38]=1[Cl:39].[C:15]([C:17]1[C:18]([CH2:30][CH3:31])=[C:19]([C:27]([Cl:29])=[O:28])[C:20]2[C:25]([CH:26]=1)=[CH:24][CH:23]=[CH:22][CH:21]=2)#[N:16].[C:62]([C:64]1[C:65]([CH2:77][CH3:78])=[C:66]([C:74]([OH:76])=[O:75])[C:67]2[C:72]([CH:73]=1)=[CH:71][CH:70]=[CH:69][CH:68]=2)#[N:63]. (4) Given the reactants C[O:2][C:3]1[C:4]2[C:12]([C:13]3[CH:18]=[CH:17][CH:16]=[CH:15][CH:14]=3)=[C:11]([C:19]3[CH:24]=[CH:23][C:22]([C:25]4([NH:29][C:30](=[O:36])[O:31][C:32]([CH3:35])([CH3:34])[CH3:33])[CH2:28][CH2:27][CH2:26]4)=[CH:21][CH:20]=3)[O:10][C:5]=2[N:6]=[C:7]([CH3:9])[N:8]=1.[OH-].[Na+], predict the reaction product. The product is: [CH3:9][C:7]1[NH:8][C:3](=[O:2])[C:4]2[C:12]([C:13]3[CH:14]=[CH:15][CH:16]=[CH:17][CH:18]=3)=[C:11]([C:19]3[CH:24]=[CH:23][C:22]([C:25]4([NH:29][C:30](=[O:36])[O:31][C:32]([CH3:34])([CH3:33])[CH3:35])[CH2:26][CH2:27][CH2:28]4)=[CH:21][CH:20]=3)[O:10][C:5]=2[N:6]=1. (5) The product is: [F:24][C:2]([F:1])([CH3:23])[CH:3]([C:5]1[CH:6]=[CH:7][C:8]([N:11]2[CH2:15][CH2:14][C:13]3([CH2:20][CH2:19][C:18]([OH:21])([C:25]([CH3:27])=[CH2:26])[CH2:17][CH2:16]3)[C:12]2=[O:22])=[CH:9][CH:10]=1)[OH:4]. Given the reactants [F:1][C:2]([F:24])([CH3:23])[CH:3]([C:5]1[CH:10]=[CH:9][C:8]([N:11]2[CH2:15][CH2:14][C:13]3([CH2:20][CH2:19][C:18](=[O:21])[CH2:17][CH2:16]3)[C:12]2=[O:22])=[CH:7][CH:6]=1)[OH:4].[C:25]([Mg]Br)([CH3:27])=[CH2:26], predict the reaction product. (6) Given the reactants [NH2:1][NH:2][C:3]([C:5]1[C:14]2[C:9](=[CH:10][CH:11]=[CH:12][CH:13]=2)[CH:8]=[CH:7][N:6]=1)=[NH:4].[Cl:15][C:16]1[CH:17]=[CH:18][C:19]([OH:24])=[C:20]([CH:23]=1)[CH:21]=O, predict the reaction product. The product is: [Cl:15][C:16]1[CH:17]=[CH:18][C:19]([OH:24])=[C:20]([C:21]2[NH:1][N:2]=[C:3]([C:5]3[C:14]4[C:9](=[CH:10][CH:11]=[CH:12][CH:13]=4)[CH:8]=[CH:7][N:6]=3)[N:4]=2)[CH:23]=1. (7) Given the reactants Br[C:2]1[S:6][C:5]([C:7]([OH:9])=[O:8])=[CH:4][CH:3]=1.Cl.[CH3:11][O:12][C:13]1[N:18]=[CH:17][C:16](B(O)O)=[CH:15][CH:14]=1.C(=O)([O-])[O-].[Na+].[Na+], predict the reaction product. The product is: [CH3:11][O:12][C:13]1[N:18]=[CH:17][C:16]([C:2]2[S:6][C:5]([C:7]([OH:9])=[O:8])=[CH:4][CH:3]=2)=[CH:15][CH:14]=1. (8) Given the reactants FC(F)(F)C(O)=O.[N:8]1([CH2:13][CH2:14][O:15][CH2:16][C:17]([O:19]C(C)(C)C)=O)[CH:12]=[CH:11][N:10]=[CH:9]1.C(N(C(C)C)CC)(C)C.[CH2:33]1[C:41]2[C:36](=[CH:37][CH:38]=[CH:39][CH:40]=2)[CH2:35][CH:34]1[NH:42][C:43]1[N:44]=[CH:45][C:46]2[CH2:52][NH:51][CH2:50][CH2:49][C:47]=2[N:48]=1.F[P-](F)(F)(F)(F)F.N1(OC(N(C)C)=[N+](C)C)C2N=CC=CC=2N=N1.C(=O)(O)[O-].[Na+], predict the reaction product. The product is: [CH2:33]1[C:41]2[C:36](=[CH:37][CH:38]=[CH:39][CH:40]=2)[CH2:35][CH:34]1[NH:42][C:43]1[N:44]=[CH:45][C:46]2[CH2:52][N:51]([C:17](=[O:19])[CH2:16][O:15][CH2:14][CH2:13][N:8]3[CH:12]=[CH:11][N:10]=[CH:9]3)[CH2:50][CH2:49][C:47]=2[N:48]=1. (9) The product is: [Cl:10][C:8]1[CH:9]=[C:4]2[C:5](=[CH:6][N:7]=1)[N:11]=[CH:24][CH:2]=[C:1]2[OH:3]. Given the reactants [C:1]([C:4]1[CH:9]=[C:8]([Cl:10])[N:7]=[CH:6][C:5]=1[NH:11]S(C1C=CC([N+]([O-])=O)=CC=1)(=O)=O)(=[O:3])[CH3:2].[CH3:24]CN(C(C)C)C(C)C.C1(S)C=CC=CC=1, predict the reaction product. (10) Given the reactants [CH:1]([C:3]1[S:7][C:6]([C:8]([OH:10])=O)=[CH:5][CH:4]=1)=[O:2].C(Cl)(=O)C(Cl)=O.C(N(CC)CC)C.[NH:24]1[CH2:29][CH2:28][CH2:27][CH2:26][CH2:25]1.Cl, predict the reaction product. The product is: [N:24]1([C:8]([C:6]2[S:7][C:3]([CH:1]=[O:2])=[CH:4][CH:5]=2)=[O:10])[CH2:29][CH2:28][CH2:27][CH2:26][CH2:25]1.